From a dataset of Full USPTO retrosynthesis dataset with 1.9M reactions from patents (1976-2016). Predict the reactants needed to synthesize the given product. (1) Given the product [CH3:1][N:2]1[CH2:3][CH2:4][N:5]([C:8]2[CH:13]=[CH:12][N:11]=[C:10]([NH2:14])[C:9]=2[NH2:15])[CH2:6][CH2:7]1, predict the reactants needed to synthesize it. The reactants are: [CH3:1][N:2]1[CH2:7][CH2:6][N:5]([C:8]2[CH:13]=[CH:12][N:11]=[C:10]([NH2:14])[C:9]=2[N+:15]([O-])=O)[CH2:4][CH2:3]1. (2) Given the product [ClH:1].[Cl:1][C:2]1[CH:3]=[CH:4][C:5]([S:8]([N:11]2[CH2:16][CH2:15][NH:14][CH2:13][C@@H:12]2[CH3:24])(=[O:9])=[O:10])=[CH:6][CH:7]=1, predict the reactants needed to synthesize it. The reactants are: [Cl:1][C:2]1[CH:7]=[CH:6][C:5]([S:8]([N:11]2[CH2:16][CH2:15][N:14](C(OC(C)(C)C)=O)[CH2:13][C@@H:12]2[CH3:24])(=[O:10])=[O:9])=[CH:4][CH:3]=1. (3) Given the product [Cl-:2].[CH3:13][C:8]1[N:7]2[CH:14]=[C:4]([CH2:3][P+:32]([C:33]3[CH:34]=[CH:35][CH:36]=[CH:37][CH:38]=3)([C:39]3[CH:44]=[CH:43][CH:42]=[CH:41][CH:40]=3)[C:26]3[CH:27]=[CH:28][CH:29]=[CH:30][CH:31]=3)[N:5]=[C:6]2[N:11]=[C:10]([CH3:12])[CH:9]=1, predict the reactants needed to synthesize it. The reactants are: Cl.[Cl:2][CH2:3][C:4]1[N:5]=[C:6]2[N:11]=[C:10]([CH3:12])[CH:9]=[C:8]([CH3:13])[N:7]2[CH:14]=1.N12CCCN=C1CCCCC2.[C:26]1([P:32]([C:39]2[CH:44]=[CH:43][CH:42]=[CH:41][CH:40]=2)[C:33]2[CH:38]=[CH:37][CH:36]=[CH:35][CH:34]=2)[CH:31]=[CH:30][CH:29]=[CH:28][CH:27]=1. (4) Given the product [CH3:20][O:19][S:16]([O-:21])(=[O:18])=[O:17].[CH3:1][N+:2]([CH3:20])([CH3:15])[CH2:3][CH2:4][O:5][C:6]1[CH:11]=[CH:10][C:9]([N+:12]([O-:14])=[O:13])=[CH:8][N:7]=1, predict the reactants needed to synthesize it. The reactants are: [CH3:1][N:2]([CH3:15])[CH2:3][CH2:4][O:5][C:6]1[CH:11]=[CH:10][C:9]([N+:12]([O-:14])=[O:13])=[CH:8][N:7]=1.[S:16]([O:21]C)([O:19][CH3:20])(=[O:18])=[O:17].